This data is from Reaction yield outcomes from USPTO patents with 853,638 reactions. The task is: Predict the reaction yield, written as a fraction of the theoretical maximum amount of product (1.0 means a 100% yield; for example, 0.34 means a 34% yield). (1) The reactants are [CH3:1][C:2]1[C:6]([C:7]([O:9][CH3:10])=[O:8])=[CH:5][NH:4][N:3]=1.[CH:11]1(C(C2C(CCC3C=CC=CC=3)=NN(C3C=CC=CC=3)C=2)O)[CH2:16][CH2:15][CH2:14][CH2:13][CH2:12]1.C1(B(O)O)C=CC=CC=1.N1C=CC=CC=1. The catalyst is CC(N(C)C)=O.C([O-])(=O)C.[Cu+2].C([O-])(=O)C. The product is [CH3:1][C:2]1[C:6]([C:7]([O:9][CH3:10])=[O:8])=[CH:5][N:4]([C:11]2[CH:16]=[CH:15][CH:14]=[CH:13][CH:12]=2)[N:3]=1. The yield is 0.530. (2) The reactants are [Cl:1][C:2]1[CH:7]=[C:6]([C:8]2[N:12]=[C:11]([C:13]3[N:14]=[C:15]4[C:20]([Cl:21])=[CH:19][C:18]([C:22]([F:25])([F:24])[F:23])=[CH:17][N:16]4[CH:26]=3)[O:10][N:9]=2)[C:5]([Cl:27])=[CH:4][C:3]=1[OH:28].[OH-].[Na+].Br[CH2:32][CH:33]([OH:35])[CH3:34]. The catalyst is CCO.CCOC(C)=O. The product is [Cl:1][C:2]1[CH:7]=[C:6]([C:8]2[N:12]=[C:11]([C:13]3[N:14]=[C:15]4[C:20]([Cl:21])=[CH:19][C:18]([C:22]([F:23])([F:25])[F:24])=[CH:17][N:16]4[CH:26]=3)[O:10][N:9]=2)[C:5]([Cl:27])=[CH:4][C:3]=1[O:28][CH2:32][CH:33]([OH:35])[CH3:34]. The yield is 0.290.